Dataset: Catalyst prediction with 721,799 reactions and 888 catalyst types from USPTO. Task: Predict which catalyst facilitates the given reaction. Reactant: [C:1]([O:5][C:6](=[O:30])[C:7]([O:10]/[N:11]=[C:12](/[C:16]1[N:17]=[C:18]([NH:22][C:23]([O:25][C:26]([CH3:29])([CH3:28])[CH3:27])=[O:24])[S:19][C:20]=1[Cl:21])\[C:13](O)=[O:14])([CH3:9])[CH3:8])([CH3:4])([CH3:3])[CH3:2].Cl.[NH2:32][C@@H:33]1[C:40](=[O:41])[N:39]2[C@@H:34]1[S:35][CH2:36][C:37]([CH2:58][Cl:59])=[C:38]2[C:42]([O:44][CH:45]([C:52]1[CH:57]=[CH:56][CH:55]=[CH:54][CH:53]=1)[C:46]1[CH:51]=[CH:50][CH:49]=[CH:48][CH:47]=1)=[O:43].P(Cl)(Cl)(=O)OC1C=CC=CC=1.CN1CCOCC1. Product: [C:1]([O:5][C:6](=[O:30])[C:7]([O:10]/[N:11]=[C:12](/[C:16]1[N:17]=[C:18]([NH:22][C:23]([O:25][C:26]([CH3:27])([CH3:29])[CH3:28])=[O:24])[S:19][C:20]=1[Cl:21])\[C:13]([NH:32][C@@H:33]1[C:40](=[O:41])[N:39]2[C@@H:34]1[S:35][CH2:36][C:37]([CH2:58][Cl:59])=[C:38]2[C:42]([O:44][CH:45]([C:46]1[CH:51]=[CH:50][CH:49]=[CH:48][CH:47]=1)[C:52]1[CH:57]=[CH:56][CH:55]=[CH:54][CH:53]=1)=[O:43])=[O:14])([CH3:9])[CH3:8])([CH3:3])([CH3:4])[CH3:2]. The catalyst class is: 4.